Dataset: Forward reaction prediction with 1.9M reactions from USPTO patents (1976-2016). Task: Predict the product of the given reaction. Given the reactants [Cl:1][CH2:2][C:3]([N:5]1[CH2:9][C@H:8]([O:10][Si](C)(C)C)[CH2:7][C@H:6]1[C:15]([O:17][Si](C)(C)C)=[O:16])=[O:4].[F-].[Na+], predict the reaction product. The product is: [Cl:1][CH2:2][C:3]([N:5]1[CH2:9][C@H:8]([OH:10])[CH2:7][C@H:6]1[C:15]([OH:17])=[O:16])=[O:4].